From a dataset of Full USPTO retrosynthesis dataset with 1.9M reactions from patents (1976-2016). Predict the reactants needed to synthesize the given product. (1) Given the product [C:37]([C:21]1[C:22]2[C:27](=[CH:26][CH:25]=[C:24]([O:30][C:31]3[CH:36]=[CH:35][CH:34]=[CH:33][CH:32]=3)[CH:23]=2)[C:28]([OH:29])=[C:19]([C:17]([NH:16][CH2:15][C:8]2([C:6]([OH:7])=[O:5])[CH2:9][CH2:10][S:11](=[O:14])[CH2:12][CH2:13]2)=[O:18])[N:20]=1)#[N:38], predict the reactants needed to synthesize it. The reactants are: C([O:5][C:6]([C:8]1([CH2:15][NH:16][C:17]([C:19]2[N:20]=[C:21]([C:37]#[N:38])[C:22]3[C:27]([C:28]=2[OH:29])=[CH:26][CH:25]=[C:24]([O:30][C:31]2[CH:36]=[CH:35][CH:34]=[CH:33][CH:32]=2)[CH:23]=3)=[O:18])[CH2:13][CH2:12][S:11](=[O:14])[CH2:10][CH2:9]1)=[O:7])(C)(C)C.C(O)(C(F)(F)F)=O. (2) Given the product [Br:3][C:4]1[CH:5]=[C:6]([F:13])[C:7]([O:12][CH3:15])=[C:8]([CH:11]=1)[C:9]#[N:10], predict the reactants needed to synthesize it. The reactants are: [H-].[Na+].[Br:3][C:4]1[CH:5]=[C:6]([F:13])[C:7]([OH:12])=[C:8]([CH:11]=1)[C:9]#[N:10].I[CH3:15]. (3) Given the product [N:1]1([C:13]2[CH:19]=[CH:18][C:16]([NH:17][C:21]3[C:26]([N+:27]([O-:29])=[O:28])=[CH:25][CH:24]=[CH:23][N:22]=3)=[CH:15][CH:14]=2)[C:5]2=[N:6][C:7]3[CH:12]=[CH:11][CH:10]=[CH:9][C:8]=3[N:4]2[CH2:3][CH2:2]1, predict the reactants needed to synthesize it. The reactants are: [N:1]1([C:13]2[CH:19]=[CH:18][C:16]([NH2:17])=[CH:15][CH:14]=2)[C:5]2=[N:6][C:7]3[CH:12]=[CH:11][CH:10]=[CH:9][C:8]=3[N:4]2[CH2:3][CH2:2]1.Cl[C:21]1[C:26]([N+:27]([O-:29])=[O:28])=[CH:25][CH:24]=[CH:23][N:22]=1. (4) Given the product [ClH:1].[Br:18][C:15]1[CH:16]=[C:17]2[C:12]([C:11]([CH2:20][O:21][CH3:22])([CH3:19])[CH2:10][NH:9]2)=[CH:13][CH:14]=1, predict the reactants needed to synthesize it. The reactants are: [ClH:1].C(OC([N:9]1[C:17]2[C:12](=[CH:13][CH:14]=[C:15]([Br:18])[CH:16]=2)[C:11]([CH2:20][O:21][CH3:22])([CH3:19])[CH2:10]1)=O)(C)(C)C.